This data is from Catalyst prediction with 721,799 reactions and 888 catalyst types from USPTO. The task is: Predict which catalyst facilitates the given reaction. Reactant: ClC(Cl)(Cl)[C:3]([C:5]1[N:14]2[C:8]([CH2:9][N:10]([C:19]([C:21]3[CH:26]=[CH:25][C:24]([C:27]4[CH:32]=[CH:31][CH:30]=[CH:29][C:28]=4[CH3:33])=[C:23]([CH3:34])[CH:22]=3)=[O:20])[C:11]3[CH:18]=[CH:17][CH:16]=[CH:15][C:12]=3[CH2:13]2)=[CH:7][CH:6]=1)=[O:4].CS(C)=O.[CH3:41][O:42][C:43]1[CH:48]=[CH:47][C:46]([C:49]2[O:53][N:52]=[C:51]([CH2:54][NH2:55])[N:50]=2)=[CH:45][CH:44]=1. Product: [CH3:34][C:23]1[CH:22]=[C:21]([C:19]([N:10]2[C:11]3[CH:18]=[CH:17][CH:16]=[CH:15][C:12]=3[CH2:13][N:14]3[C:5]([C:3]([NH:55][CH2:54][C:51]4[N:50]=[C:49]([C:46]5[CH:45]=[CH:44][C:43]([O:42][CH3:41])=[CH:48][CH:47]=5)[O:53][N:52]=4)=[O:4])=[CH:6][CH:7]=[C:8]3[CH2:9]2)=[O:20])[CH:26]=[CH:25][C:24]=1[C:27]1[CH:32]=[CH:31][CH:30]=[CH:29][C:28]=1[CH3:33]. The catalyst class is: 10.